Dataset: Peptide-MHC class I binding affinity with 185,985 pairs from IEDB/IMGT. Task: Regression. Given a peptide amino acid sequence and an MHC pseudo amino acid sequence, predict their binding affinity value. This is MHC class I binding data. (1) The peptide sequence is CEQFVGPLTV. The MHC is Patr-B2401 with pseudo-sequence Patr-B2401. The binding affinity (normalized) is 0.377. (2) The peptide sequence is TTILGLLPM. The MHC is HLA-A30:01 with pseudo-sequence HLA-A30:01. The binding affinity (normalized) is 0.398. (3) The peptide sequence is PIQKETWDTW. The MHC is HLA-B18:01 with pseudo-sequence HLA-B18:01. The binding affinity (normalized) is 0.